From a dataset of Tyrosyl-DNA phosphodiesterase HTS with 341,365 compounds. Binary Classification. Given a drug SMILES string, predict its activity (active/inactive) in a high-throughput screening assay against a specified biological target. (1) The molecule is O(c1ccc(c2nn3c(nc(cc3C)C)c2)cc1)C. The result is 0 (inactive). (2) The compound is S1C(CC(=O)Nc2ccc(cc2)C(O)=O)C(=O)N=C1N\N=C\C=C/c1ccccc1. The result is 0 (inactive). (3) The drug is S=C(NC1CCCCC1)NNC(=O)COc1ccc(cc1)C#N. The result is 0 (inactive).